From a dataset of Peptide-MHC class I binding affinity with 185,985 pairs from IEDB/IMGT. Regression. Given a peptide amino acid sequence and an MHC pseudo amino acid sequence, predict their binding affinity value. This is MHC class I binding data. (1) The peptide sequence is FYRNISDPL. The MHC is HLA-A24:02 with pseudo-sequence HLA-A24:02. The binding affinity (normalized) is 0.614. (2) The peptide sequence is PTAPPAGAAH. The MHC is HLA-A11:01 with pseudo-sequence HLA-A11:01. The binding affinity (normalized) is 0.